Dataset: Retrosynthesis with 50K atom-mapped reactions and 10 reaction types from USPTO. Task: Predict the reactants needed to synthesize the given product. Given the product O=C(O)c1cc(-c2ccccc2)c(=O)n2c1-c1ccccc1C2, predict the reactants needed to synthesize it. The reactants are: O=C(OCc1ccccc1)c1cc(-c2ccccc2)c(=O)n2c1-c1ccccc1C2.